From a dataset of Reaction yield outcomes from USPTO patents with 853,638 reactions. Predict the reaction yield, written as a fraction of the theoretical maximum amount of product (1.0 means a 100% yield; for example, 0.34 means a 34% yield). (1) The reactants are [C:1]1([C:7](=[N:14][CH2:15][C:16]([O:18][C:19]([CH3:22])([CH3:21])[CH3:20])=[O:17])[C:8]2[CH:13]=[CH:12][CH:11]=[CH:10][CH:9]=2)[CH:6]=[CH:5][CH:4]=[CH:3][CH:2]=1.[Li+].CC([N-]C(C)C)C.FC(F)(F)S(O[CH2:37][CH2:38][C:39]([F:42])([F:41])[F:40])(=O)=O. The catalyst is C1COCC1. The product is [C:1]1([C:7](=[N:14][CH:15]([CH2:37][CH2:38][C:39]([F:42])([F:41])[F:40])[C:16]([O:18][C:19]([CH3:22])([CH3:21])[CH3:20])=[O:17])[C:8]2[CH:9]=[CH:10][CH:11]=[CH:12][CH:13]=2)[CH:2]=[CH:3][CH:4]=[CH:5][CH:6]=1. The yield is 0.600. (2) The reactants are [F:1][C:2]([F:14])([F:13])[C:3]1[C:11]2[CH2:10][O:9][B:8]([OH:12])[C:7]=2[CH:6]=[CH:5][CH:4]=1.[N+:15]([O-])([OH:17])=[O:16]. No catalyst specified. The product is [N+:15]([C:5]1[CH:4]=[C:3]([C:2]([F:1])([F:13])[F:14])[C:11]2[CH2:10][O:9][B:8]([OH:12])[C:7]=2[CH:6]=1)([O-:17])=[O:16]. The yield is 0.660.